From a dataset of Catalyst prediction with 721,799 reactions and 888 catalyst types from USPTO. Predict which catalyst facilitates the given reaction. (1) Reactant: [N+](=[CH2:3])=[N-].[CH3:4][C:5]([CH3:11])([C:9]#[CH:10])[C:6]([OH:8])=[O:7]. Product: [CH3:4][C:5]([CH3:11])([C:9]#[CH:10])[C:6]([O:8][CH3:3])=[O:7]. The catalyst class is: 28. (2) The catalyst class is: 2. Product: [Cl:25][C:22]1[CH:21]=[CH:20][C:19]([CH2:18][N:14]2[C:15]3[C:16](=[O:17])[N:8]([CH2:7][C:6]([OH:40])=[O:5])[C:9](=[O:39])[N:10]([CH3:38])[C:11]=3[N:12]=[C:13]2[O:26][C:27]2[CH:32]=[CH:31][CH:30]=[C:29]([O:33][C:34]([F:37])([F:35])[F:36])[CH:28]=2)=[CH:24][CH:23]=1. Reactant: C([O:5][C:6](=[O:40])[CH2:7][N:8]1[C:16](=[O:17])[C:15]2[N:14]([CH2:18][C:19]3[CH:24]=[CH:23][C:22]([Cl:25])=[CH:21][CH:20]=3)[C:13]([O:26][C:27]3[CH:32]=[CH:31][CH:30]=[C:29]([O:33][C:34]([F:37])([F:36])[F:35])[CH:28]=3)=[N:12][C:11]=2[N:10]([CH3:38])[C:9]1=[O:39])(C)(C)C.C(O)(C(F)(F)F)=O. (3) Reactant: C(OC([N:11]1[CH2:15][C:14](=[O:16])[N:13]=[C:12]1[NH:17][C:18](=[O:20])[CH3:19])=O)C1C=CC=CC=1.[N:21]1[C:30]2[C:25](=[N:26][C:27]([CH:31]=O)=[CH:28][CH:29]=2)[CH:24]=[CH:23][CH:22]=1.N1CCCCC1. Product: [N:26]1[C:25]2[C:30](=[N:21][CH:22]=[CH:23][CH:24]=2)[CH:29]=[CH:28][C:27]=1[CH:31]=[C:15]1[NH:11][C:12]([NH:17][C:18](=[O:20])[CH3:19])=[N:13][C:14]1=[O:16]. The catalyst class is: 41. (4) Reactant: [N+:1]([C:4]1[N:9]=[CH:8][C:7]([O:10][C:11]2[CH:12]=[CH:13][C:14]3[N:15]([CH:17]=[C:18]([NH:20][C:21]([CH:23]4[CH2:25][CH2:24]4)=[O:22])[N:19]=3)[CH:16]=2)=[CH:6][CH:5]=1)([O-])=O.[Cl-].[NH4+]. Product: [NH2:1][C:4]1[N:9]=[CH:8][C:7]([O:10][C:11]2[CH:12]=[CH:13][C:14]3[N:15]([CH:17]=[C:18]([NH:20][C:21]([CH:23]4[CH2:24][CH2:25]4)=[O:22])[N:19]=3)[CH:16]=2)=[CH:6][CH:5]=1. The catalyst class is: 815.